Dataset: Forward reaction prediction with 1.9M reactions from USPTO patents (1976-2016). Task: Predict the product of the given reaction. (1) Given the reactants [CH:1]([O:4][C:5]([O:7][C:8]1[CH:16]=[CH:15][CH:14]=[CH:13][C:9]=1[C:10](O)=[O:11])=[O:6])([CH3:3])[CH3:2].S(Cl)([Cl:19])=O, predict the reaction product. The product is: [CH:1]([O:4][C:5]([O:7][C:8]1[CH:16]=[CH:15][CH:14]=[CH:13][C:9]=1[C:10]([Cl:19])=[O:11])=[O:6])([CH3:3])[CH3:2]. (2) Given the reactants [F:1][C:2]1[CH:3]=[C:4]([CH:9]([C:21]2[CH:26]=[CH:25][C:24]([S:27]([CH3:30])(=[O:29])=[O:28])=[CH:23][CH:22]=2)[CH2:10][C:11]([C:13]2[CH:14]=[CH:15][C:16](=[O:20])[N:17]([CH3:19])[CH:18]=2)=O)[CH:5]=[C:6]([F:8])[CH:7]=1.Cl.[NH2:32][OH:33].C(=O)([O-])O.[Na+], predict the reaction product. The product is: [F:8][C:6]1[CH:5]=[C:4]([CH:9]([C:21]2[CH:26]=[CH:25][C:24]([S:27]([CH3:30])(=[O:29])=[O:28])=[CH:23][CH:22]=2)[CH2:10]/[C:11](/[C:13]2[CH:14]=[CH:15][C:16](=[O:20])[N:17]([CH3:19])[CH:18]=2)=[N:32]\[OH:33])[CH:3]=[C:2]([F:1])[CH:7]=1. (3) Given the reactants Br[C:2]1[CH:9]=[CH:8][C:5]([C:6]#[N:7])=[C:4]([CH3:10])[CH:3]=1.C([O-])([O-])=O.[Na+].[Na+].[CH3:17][O:18][C:19]1[CH:24]=[CH:23][C:22](B(O)O)=[CH:21][CH:20]=1, predict the reaction product. The product is: [CH3:17][O:18][C:19]1[CH:24]=[CH:23][C:22]([C:2]2[CH:9]=[CH:8][C:5]([C:6]#[N:7])=[C:4]([CH3:10])[CH:3]=2)=[CH:21][CH:20]=1. (4) The product is: [Br:1][C:2]1[CH:3]=[C:4]([NH2:12])[C:5]([NH:8][CH:9]([CH3:10])[CH3:11])=[N:6][CH:7]=1. Given the reactants [Br:1][C:2]1[CH:3]=[C:4]([N+:12]([O-])=O)[C:5]([NH:8][CH:9]([CH3:11])[CH3:10])=[N:6][CH:7]=1.O.[Cl-].[NH4+], predict the reaction product.